Dataset: Forward reaction prediction with 1.9M reactions from USPTO patents (1976-2016). Task: Predict the product of the given reaction. (1) Given the reactants O=P(Cl)(Cl)Cl.[NH:6]1[C:14]2[C:9](=[CH:10][C:11]([C:15]([O:17][CH3:18])=[O:16])=[CH:12][CH:13]=2)[CH:8]=[CH:7]1.CN([CH:22]=[O:23])C, predict the reaction product. The product is: [CH:22]([C:8]1[C:9]2[C:14](=[CH:13][CH:12]=[C:11]([C:15]([O:17][CH3:18])=[O:16])[CH:10]=2)[NH:6][CH:7]=1)=[O:23]. (2) Given the reactants [F:1][C:2]1[CH:12]=[C:11]([F:13])[CH:10]=[CH:9][C:3]=1[CH:4]=[CH:5][C:6]([OH:8])=[O:7].[C:14](=O)([O-])[O-].[K+].[K+].IC, predict the reaction product. The product is: [F:1][C:2]1[CH:12]=[C:11]([F:13])[CH:10]=[CH:9][C:3]=1/[CH:4]=[CH:5]/[C:6]([O:8][CH3:14])=[O:7]. (3) Given the reactants [NH:1]1[C:9]2[C:4](=[CH:5][C:6]([C:10]([OH:12])=O)=[CH:7][CH:8]=2)[CH:3]=[CH:2]1.CCN(C(C)C)C(C)C.[NH:22]1[CH2:27][CH2:26][CH2:25][CH2:24][CH2:23]1.CN(C(ON1N=NC2C=CC=CC1=2)=[N+](C)C)C.F[P-](F)(F)(F)(F)F, predict the reaction product. The product is: [NH:1]1[C:9]2[C:4](=[CH:5][C:6]([C:10]([N:22]3[CH2:27][CH2:26][CH2:25][CH2:24][CH2:23]3)=[O:12])=[CH:7][CH:8]=2)[CH:3]=[CH:2]1. (4) The product is: [CH3:29][C:2]1([CH3:1])[O:7][CH2:6][C:5]2=[CH:8][C:9]([NH:11][C:12]3[C:13](=[O:28])[N:14]([CH3:27])[CH:15]=[C:16]([C:31]4[CH:36]=[CH:35][N:34]=[C:33]([N:37]5[N:48]=[CH:47][C:46]6[C:45]7[CH2:44][C:43]([CH3:49])([CH3:50])[CH2:42][C:41]=7[S:40][C:39]=6[C:38]5=[O:51])[C:32]=4[CH:52]=[O:53])[CH:17]=3)=[N:10][N:4]2[CH2:3]1. Given the reactants [CH3:1][C:2]1([CH3:29])[O:7][CH2:6][C:5]2=[CH:8][C:9]([NH:11][C:12]3[C:13](=[O:28])[N:14]([CH3:27])[CH:15]=[C:16](B4OC(C)(C)C(C)(C)O4)[CH:17]=3)=[N:10][N:4]2[CH2:3]1.Cl[C:31]1[CH:36]=[CH:35][N:34]=[C:33]([N:37]2[N:48]=[CH:47][C:46]3[C:45]4[CH2:44][C:43]([CH3:50])([CH3:49])[CH2:42][C:41]=4[S:40][C:39]=3[C:38]2=[O:51])[C:32]=1[CH:52]=[O:53].[O-]P([O-])([O-])=O.[K+].[K+].[K+].C([O-])(=O)C.[Na+], predict the reaction product. (5) Given the reactants [Br:1][C:2]1[CH:9]=[CH:8][C:5]([CH:6]=O)=[CH:4][CH:3]=1.[C:10]1([C@H:20]([NH2:22])[CH3:21])[C:19]2[C:14](=[CH:15][CH:16]=[CH:17][CH:18]=2)[CH:13]=[CH:12][CH:11]=1, predict the reaction product. The product is: [Br:1][C:2]1[CH:9]=[CH:8][C:5]([CH2:6][NH:22][C@@H:20]([C:10]2[C:19]3[C:14](=[CH:15][CH:16]=[CH:17][CH:18]=3)[CH:13]=[CH:12][CH:11]=2)[CH3:21])=[CH:4][CH:3]=1. (6) Given the reactants C(N(C(C)C)CC)(C)C.N1([C:15]2[CH2:19][CH2:18][CH2:17][CH:16]=2)CCCC1.Cl[CH2:21][C:22]1[C:27]([CH2:28]Cl)=[CH:26][CH:25]=[CH:24][N:23]=1.[OH-:30].[Na+], predict the reaction product. The product is: [N:23]1[CH:24]=[CH:25][CH:26]=[C:27]2[CH2:28][CH:15]3[C:16](=[O:30])[CH:17]([CH2:21][C:22]=12)[CH2:18][CH2:19]3. (7) The product is: [OH:2][CH2:3][C:4]1[CH:9]=[CH:8][C:7]([O:10][CH2:11][C:12]#[CH:13])=[CH:6][C:5]=1[CH:14]([C:15]1[CH:16]=[CH:17][C:18]([CH:21]([CH3:23])[CH3:22])=[CH:19][CH:20]=1)[OH:24]. Given the reactants C[O:2][C:3](=O)[C:4]1[CH:9]=[CH:8][C:7]([O:10][CH2:11][C:12]#[CH:13])=[CH:6][C:5]=1[C:14](=[O:24])[C:15]1[CH:20]=[CH:19][C:18]([CH:21]([CH3:23])[CH3:22])=[CH:17][CH:16]=1.[H-].[H-].[H-].[H-].[Li+].[Al+3].O.[OH-].[Na+], predict the reaction product.